Dataset: Serine/threonine kinase 33 screen with 319,792 compounds. Task: Binary Classification. Given a drug SMILES string, predict its activity (active/inactive) in a high-throughput screening assay against a specified biological target. The result is 0 (inactive). The molecule is Clc1ccc(S(=O)(=O)N2C(CCC2)C(=O)NCc2c(Cl)cccc2)cc1.